This data is from Forward reaction prediction with 1.9M reactions from USPTO patents (1976-2016). The task is: Predict the product of the given reaction. (1) Given the reactants [F:1][C:2]1[CH:7]=[CH:6][CH:5]=[CH:4][C:3]=1[N:8]1[C:16]2[C:11](=[C:12]([N:17]3[CH2:21][CH2:20][NH:19][C:18]3=[O:22])[CH:13]=[CH:14][CH:15]=2)[CH:10]=[N:9]1.[H-].[Na+].Cl[CH2:26][C:27]1[S:28][C:29]([CH3:32])=[N:30][N:31]=1, predict the reaction product. The product is: [F:1][C:2]1[CH:7]=[CH:6][CH:5]=[CH:4][C:3]=1[N:8]1[C:16]2[C:11](=[C:12]([N:17]3[CH2:21][CH2:20][N:19]([CH2:26][C:27]4[S:28][C:29]([CH3:32])=[N:30][N:31]=4)[C:18]3=[O:22])[CH:13]=[CH:14][CH:15]=2)[CH:10]=[N:9]1. (2) Given the reactants [C:1]([C:5]1[N:6]=[C:7]([N:16]2[CH2:20][CH2:19][C:18]([F:22])([F:21])[CH2:17]2)[C:8]2[C:9](=[N:11][N:12]([CH2:14][CH3:15])[N:13]=2)[N:10]=1)([CH3:4])([CH3:3])[CH3:2].C(C1N=C(N2CCC(F)(F)C2)[C:30]2[N:35]=[N:34][NH:33][C:31]=2N=1)(C)(C)C.Cl.ClCC1N(C)N=NC=1, predict the reaction product. The product is: [C:1]([C:5]1[N:6]=[C:7]([N:16]2[CH2:20][CH2:19][C:18]([F:21])([F:22])[CH2:17]2)[C:8]2[C:9](=[N:11][N:12]([CH2:14][C:15]3[N:35]([CH3:30])[N:34]=[N:33][CH:31]=3)[N:13]=2)[N:10]=1)([CH3:2])([CH3:3])[CH3:4]. (3) Given the reactants COCCN(S(F)(F)[F:11])CCOC.O[CH:15]1[CH2:20][CH2:19][N:18]([CH:21]2[CH2:26][CH2:25][N:24]([C:27]([O:29][C:30]([CH3:33])([CH3:32])[CH3:31])=[O:28])[CH2:23][CH2:22]2)[CH2:17][CH2:16]1, predict the reaction product. The product is: [F:11][CH:15]1[CH2:20][CH2:19][N:18]([CH:21]2[CH2:26][CH2:25][N:24]([C:27]([O:29][C:30]([CH3:33])([CH3:32])[CH3:31])=[O:28])[CH2:23][CH2:22]2)[CH2:17][CH2:16]1. (4) Given the reactants Cl[C:2]1[C:3](=[O:25])[N:4]([CH:9]2[CH2:14][CH2:13][CH2:12][N:11]([C:15]([O:17][CH2:18][C:19]3[CH:24]=[CH:23][CH:22]=[CH:21][CH:20]=3)=[O:16])[CH2:10]2)[CH:5]=[C:6]([Cl:8])[N:7]=1.[CH3:26][O:27][C:28]1[CH:35]=[C:34]([O:36][CH3:37])[CH:33]=[CH:32][C:29]=1[CH2:30][NH2:31].C(OCC)(=O)C, predict the reaction product. The product is: [Cl:8][C:6]1[N:7]=[C:2]([NH:31][CH2:30][C:29]2[CH:32]=[CH:33][C:34]([O:36][CH3:37])=[CH:35][C:28]=2[O:27][CH3:26])[C:3](=[O:25])[N:4]([CH:9]2[CH2:14][CH2:13][CH2:12][N:11]([C:15]([O:17][CH2:18][C:19]3[CH:24]=[CH:23][CH:22]=[CH:21][CH:20]=3)=[O:16])[CH2:10]2)[CH:5]=1. (5) The product is: [CH2:29]([N:17]1[C:14]2[CH2:15][CH2:16][N:11]([C:9](=[O:10])[CH2:8][O:1][C:2]3[CH:7]=[CH:6][CH:5]=[CH:4][CH:3]=3)[CH2:12][C:13]=2[C:19]([C:20]2[CH:25]=[CH:24][CH:23]=[CH:22][CH:21]=2)=[N:18]1)[CH3:30].[CH2:29]([N:18]1[C:19]([C:20]2[CH:25]=[CH:24][CH:23]=[CH:22][CH:21]=2)=[C:13]2[CH2:12][N:11]([C:9](=[O:10])[CH2:8][O:1][C:2]3[CH:7]=[CH:6][CH:5]=[CH:4][CH:3]=3)[CH2:16][CH2:15][C:14]2=[N:17]1)[CH3:30]. Given the reactants [O:1]([CH2:8][C:9]([N:11]1[CH2:16][CH2:15][C:14]2[NH:17][N:18]=[C:19]([C:20]3[CH:25]=[CH:24][CH:23]=[CH:22][CH:21]=3)[C:13]=2[CH2:12]1)=[O:10])[C:2]1[CH:7]=[CH:6][CH:5]=[CH:4][CH:3]=1.[H-].[Na+].I[CH2:29][CH3:30], predict the reaction product. (6) Given the reactants Cl.[CH3:2][N:3]([CH3:8])[CH2:4][CH2:5][CH2:6]Cl.C1(C)C=CC=CC=1.[C:16]1([CH2:34][OH:35])[S:17][CH:18]=[C:19]2[C:25]=1[C:24]1[CH:26]=[CH:27][CH:28]=[CH:29][C:23]=1[S:22][C:21]1[CH:30]=[CH:31][CH:32]=[CH:33][C:20]2=1, predict the reaction product. The product is: [C:16]1([CH2:34][O:35][CH2:6][CH2:5][CH2:4][N:3]([CH3:8])[CH3:2])[S:17][CH:18]=[C:19]2[C:25]=1[C:24]1[CH:26]=[CH:27][CH:28]=[CH:29][C:23]=1[S:22][C:21]1[CH:30]=[CH:31][CH:32]=[CH:33][C:20]2=1. (7) Given the reactants Cl[C:2]1[CH:9]=[C:8]([N:10]2[C:14]([CH3:15])=[C:13](/[CH:16]=[CH:17]/[C:18]3[CH:23]=[CH:22][C:21]([F:24])=[CH:20][CH:19]=3)[C:12]([CH3:25])=[N:11]2)[CH:7]=[CH:6][C:3]=1[C:4]#[N:5], predict the reaction product. The product is: [F:24][C:21]1[CH:20]=[CH:19][C:18]([CH2:17][CH2:16][C:13]2[C:12]([CH3:25])=[N:11][N:10]([C:8]3[CH:7]=[CH:6][C:3]([C:4]#[N:5])=[CH:2][CH:9]=3)[C:14]=2[CH3:15])=[CH:23][CH:22]=1.